This data is from Reaction yield outcomes from USPTO patents with 853,638 reactions. The task is: Predict the reaction yield, written as a fraction of the theoretical maximum amount of product (1.0 means a 100% yield; for example, 0.34 means a 34% yield). (1) The reactants are [CH3:1][N:2]([CH3:35])[C:3]([C:5]1[CH:10]=[CH:9][C:8]([N:11]2[C:20]3[C:15](=[N:16][CH:17]=[C:18]([CH2:21][C:22]4[CH:27]=[CH:26][C:25]([F:28])=[CH:24][CH:23]=4)[CH:19]=3)[C:14]([OH:29])=[C:13]([C:30](OC)=[O:31])[C:12]2=[O:34])=[CH:7][CH:6]=1)=[O:4].[N:36]1([CH2:42][CH2:43][NH2:44])[CH2:41][CH2:40][O:39][CH2:38][CH2:37]1. The catalyst is CO. The product is [CH3:1][N:2]([CH3:35])[C:3]([C:5]1[CH:10]=[CH:9][C:8]([N:11]2[C:20]3[C:15](=[N:16][CH:17]=[C:18]([CH2:21][C:22]4[CH:27]=[CH:26][C:25]([F:28])=[CH:24][CH:23]=4)[CH:19]=3)[C:14]([OH:29])=[C:13]([C:30]([NH:44][CH2:43][CH2:42][N:36]3[CH2:41][CH2:40][O:39][CH2:38][CH2:37]3)=[O:31])[C:12]2=[O:34])=[CH:7][CH:6]=1)=[O:4]. The yield is 0.830. (2) The reactants are [C:1]([O:5][C:6](=[O:34])[CH2:7][O:8][C:9]1[C:18]2[CH2:17][CH2:16][CH2:15][C@@H:14]([NH:19][S:20]([C:23]3[CH:28]=[C:27]([C:29]([F:32])([F:31])[F:30])[CH:26]=[C:25]([Br:33])[CH:24]=3)(=[O:22])=[O:21])[C:13]=2[CH:12]=[CH:11][CH:10]=1)([CH3:4])([CH3:3])[CH3:2].C(=O)([O-])[O-].[K+].[K+].Br[CH2:42][C:43]1[CH:48]=[CH:47][CH:46]=[CH:45][CH:44]=1. The catalyst is C(#N)C. The product is [C:1]([O:5][C:6](=[O:34])[CH2:7][O:8][C:9]1[C:18]2[CH2:17][CH2:16][CH2:15][C@@H:14]([N:19]([CH2:42][C:43]3[CH:48]=[CH:47][CH:46]=[CH:45][CH:44]=3)[S:20]([C:23]3[CH:28]=[C:27]([C:29]([F:30])([F:31])[F:32])[CH:26]=[C:25]([Br:33])[CH:24]=3)(=[O:22])=[O:21])[C:13]=2[CH:12]=[CH:11][CH:10]=1)([CH3:4])([CH3:2])[CH3:3]. The yield is 0.800. (3) The reactants are [NH2:1][C:2]1[NH:7][C:6](=O)[N:5]([CH2:9][CH2:10][CH3:11])[C:4](=[O:12])[C:3]=1[NH:13][C:14](=O)[C:15]1[CH:20]=[CH:19][C:18]([O:21][CH2:22][C:23]2[CH:28]=[CH:27][CH:26]=[CH:25][CH:24]=2)=[CH:17][CH:16]=1.P(Cl)(Cl)(Cl)(Cl)[Cl:31]. The catalyst is P(Cl)(Cl)(Cl)=O. The product is [CH2:22]([O:21][C:18]1[CH:19]=[CH:20][C:15]([C:14]2[NH:13][C:3]3[C:4](=[O:12])[N:5]([CH2:9][CH2:10][CH3:11])[C:6]([Cl:31])=[N:7][C:2]=3[N:1]=2)=[CH:16][CH:17]=1)[C:23]1[CH:28]=[CH:27][CH:26]=[CH:25][CH:24]=1. The yield is 0.300. (4) The reactants are [CH3:1][C:2]1[CH:7]=[C:6]([O:8][CH2:9][CH2:10][CH2:11][N:12]2[CH2:16][CH2:15][CH2:14][C:13]2=[O:17])[CH:5]=[C:4]([CH3:18])[C:3]=1[C:19]1[CH:24]=[CH:23][CH:22]=[C:21]([CH2:25][NH:26][C:27]2[CH:32]=[CH:31][C:30]([CH2:33][CH2:34][C:35]([O:37]CC)=[O:36])=[C:29]([F:40])[CH:28]=2)[CH:20]=1.CO.[OH-].[Na+].Cl.[C:46]1([S:52]([OH:55])(=[O:54])=[O:53])[CH:51]=[CH:50][CH:49]=[CH:48][CH:47]=1. The catalyst is C(OCC)(=O)C.O1CCCC1. The product is [C:46]1([S:52]([OH:55])(=[O:54])=[O:53])[CH:51]=[CH:50][CH:49]=[CH:48][CH:47]=1.[CH3:18][C:4]1[CH:5]=[C:6]([O:8][CH2:9][CH2:10][CH2:11][N:12]2[CH2:16][CH2:15][CH2:14][C:13]2=[O:17])[CH:7]=[C:2]([CH3:1])[C:3]=1[C:19]1[CH:24]=[CH:23][CH:22]=[C:21]([CH2:25][NH:26][C:27]2[CH:32]=[CH:31][C:30]([CH2:33][CH2:34][C:35]([OH:37])=[O:36])=[C:29]([F:40])[CH:28]=2)[CH:20]=1. The yield is 0.560. (5) The reactants are [F:1][CH:2]([F:40])[C:3]1[N:7]([C:8]2[N:13]=[C:12]([N:14]3[CH2:19][CH2:18][O:17][CH2:16][CH2:15]3)[N:11]=[C:10]([NH:20][CH:21]3[CH2:26][CH2:25][N:24]([C:27]([O:29][C:30]([CH3:33])([CH3:32])[CH3:31])=[O:28])[CH2:23][CH2:22]3)[N:9]=2)[C:6]2[CH:34]=[CH:35][CH:36]=[C:37]([O:38][CH3:39])[C:5]=2[N:4]=1.[H-].[Na+].I[CH3:44].O. The catalyst is CN(C=O)C.C(Cl)Cl.C(Cl)Cl.CCOC(C)=O. The product is [F:40][CH:2]([F:1])[C:3]1[N:7]([C:8]2[N:13]=[C:12]([N:14]3[CH2:19][CH2:18][O:17][CH2:16][CH2:15]3)[N:11]=[C:10]([N:20]([CH3:44])[CH:21]3[CH2:22][CH2:23][N:24]([C:27]([O:29][C:30]([CH3:33])([CH3:32])[CH3:31])=[O:28])[CH2:25][CH2:26]3)[N:9]=2)[C:6]2[CH:34]=[CH:35][CH:36]=[C:37]([O:38][CH3:39])[C:5]=2[N:4]=1. The yield is 0.930. (6) The reactants are Br[C:2]1[CH:3]=[C:4]([S:8]([NH:11][C:12]([CH3:15])([CH3:14])[CH3:13])(=[O:10])=[O:9])[CH:5]=[CH:6][CH:7]=1.[CH3:16][C:17]1([CH3:33])[C:21]([CH3:23])([CH3:22])[O:20][B:19]([B:19]2[O:20][C:21]([CH3:23])([CH3:22])[C:17]([CH3:33])([CH3:16])[O:18]2)[O:18]1.CC([O-])=O.[K+]. The catalyst is CS(C)=O. The product is [C:12]([NH:11][S:8]([C:4]1[CH:5]=[CH:6][CH:7]=[C:2]([B:19]2[O:20][C:21]([CH3:23])([CH3:22])[C:17]([CH3:33])([CH3:16])[O:18]2)[CH:3]=1)(=[O:10])=[O:9])([CH3:15])([CH3:14])[CH3:13]. The yield is 0.750.